From a dataset of Catalyst prediction with 721,799 reactions and 888 catalyst types from USPTO. Predict which catalyst facilitates the given reaction. (1) Reactant: [F:1][C:2]([F:11])([F:10])[C:3]1[CH:4]=[C:5]([CH:7]=[CH:8][CH:9]=1)[NH2:6].[F:12][C:13]([F:24])([F:23])[C:14]1[CH:15]=[C:16]([N:20]=[C:21]=[O:22])[CH:17]=[CH:18][CH:19]=1. Product: [F:1][C:2]([F:10])([F:11])[C:3]1[CH:4]=[C:5]([NH:6][C:21]([NH:20][C:16]2[CH:17]=[CH:18][CH:19]=[C:14]([C:13]([F:12])([F:23])[F:24])[CH:15]=2)=[O:22])[CH:7]=[CH:8][CH:9]=1. The catalyst class is: 4. (2) Reactant: [Cl:1][C:2]1[C:3]([Cl:16])=[CH:4][C:5]2[C:6]3[CH2:14][N:13]([CH3:15])[CH2:12][CH2:11][C:7]=3[NH:8][C:9]=2[CH:10]=1.N1CCC[C@H:18]1C(O)=O.P([O-])([O-])([O-])=O.[K+].[K+].[K+].Br[CH:34]=[CH:35][C:36]1[CH:41]=[CH:40][C:39]([F:42])=[CH:38][CH:37]=1. Product: [Cl:1][C:2]1[C:3]([Cl:16])=[CH:4][C:5]2[C:6]3[CH2:14][N:13]([CH3:15])[CH2:12][CH2:11][C:7]=3[N:8](/[CH:34]=[C:35](/[C:36]3[CH:41]=[CH:40][C:39]([F:42])=[CH:38][CH:37]=3)\[CH3:18])[C:9]=2[CH:10]=1. The catalyst class is: 122. (3) Reactant: [CH3:1][N:2]([CH3:16])[C:3]([C:5]1[C:14]2[C:9](=[CH:10][CH:11]=[CH:12][CH:13]=2)[N:8]=[C:7]([Cl:15])[CH:6]=1)=[O:4].[NH2:17][CH2:18][CH2:19][CH2:20][NH:21]C(=O)OC(C)(C)C.C(N(CC)CC)C. Product: [ClH:15].[ClH:15].[CH3:1][N:2]([CH3:16])[C:3]([C:5]1[C:14]2[C:9](=[CH:10][CH:11]=[CH:12][CH:13]=2)[N:8]=[C:7]([NH:17][CH2:18][CH2:19][CH2:20][NH2:21])[CH:6]=1)=[O:4]. The catalyst class is: 8. (4) Reactant: [C:1]1([CH:7]([N:13]2[CH2:17][CH2:16][CH2:15][CH2:14]2)[C:8]([O:10]CC)=[O:9])[CH:6]=[CH:5][CH:4]=[CH:3][CH:2]=1.[ClH:18]. Product: [ClH:18].[C:1]1([CH:7]([N:13]2[CH2:17][CH2:16][CH2:15][CH2:14]2)[C:8]([OH:10])=[O:9])[CH:2]=[CH:3][CH:4]=[CH:5][CH:6]=1. The catalyst class is: 12.